Binary Classification. Given a T-cell receptor sequence (or CDR3 region) and an epitope sequence, predict whether binding occurs between them. From a dataset of TCR-epitope binding with 47,182 pairs between 192 epitopes and 23,139 TCRs. (1) The epitope is FTYASALWEI. The TCR CDR3 sequence is CASSPLGPYEQYF. Result: 1 (the TCR binds to the epitope). (2) The epitope is GTSGSPIINR. The TCR CDR3 sequence is CASSLGAGDRSYEQYF. Result: 1 (the TCR binds to the epitope). (3) The epitope is ITEEVGHTDLMAAY. The TCR CDR3 sequence is CASSLLVGDSSYNEQFF. Result: 1 (the TCR binds to the epitope).